From a dataset of Forward reaction prediction with 1.9M reactions from USPTO patents (1976-2016). Predict the product of the given reaction. (1) Given the reactants [NH2:1][CH2:2][CH2:3][C:4]1[CH:9]=[CH:8][C:7]([CH2:10][CH2:11][C:12]2[N:13]=[C:14]([NH:17][C:18](=[O:20])[CH3:19])[S:15][CH:16]=2)=[CH:6][CH:5]=1.CS[C:23]1[S:24][CH2:25][CH2:26][N:27]=1.Cl.C([O-])([O-])=O.[K+].[K+], predict the reaction product. The product is: [S:24]1[CH2:25][CH2:26][N:27]=[C:23]1[NH:1][CH2:2][CH2:3][C:4]1[CH:9]=[CH:8][C:7]([CH2:10][CH2:11][C:12]2[N:13]=[C:14]([NH:17][C:18](=[O:20])[CH3:19])[S:15][CH:16]=2)=[CH:6][CH:5]=1. (2) Given the reactants [NH2:1][C@H:2]1[CH2:7][CH2:6][N:5]([C:8]2[CH:13]=[CH:12][N:11]=[C:10]([C:14]([O:16][CH3:17])=[O:15])[CH:9]=2)[CH2:4][C@H:3]1[O:18][CH3:19].[Cl:20][C:21]1[N:22]=[C:23]([C:28](O)=[O:29])[NH:24][C:25]=1[CH2:26][CH3:27].CCN=C=NCCCN(C)C.Cl.C1C=CC2N(O)N=NC=2C=1, predict the reaction product. The product is: [Cl:20][C:21]1[N:22]=[C:23]([C:28]([NH:1][C@H:2]2[CH2:7][CH2:6][N:5]([C:8]3[CH:13]=[CH:12][N:11]=[C:10]([C:14]([O:16][CH3:17])=[O:15])[CH:9]=3)[CH2:4][C@H:3]2[O:18][CH3:19])=[O:29])[NH:24][C:25]=1[CH2:26][CH3:27]. (3) Given the reactants C(OC([N:8]([C:16]1[C:20]2[CH:21]=[C:22]([Cl:35])[C:23]([CH2:25][O:26][C:27]3[CH:32]=[CH:31][C:30]([F:33])=[C:29]([Cl:34])[CH:28]=3)=[CH:24][C:19]=2[O:18][N:17]=1)C(=O)OC(C)(C)C)=O)(C)(C)C, predict the reaction product. The product is: [Cl:35][C:22]1[C:23]([CH2:25][O:26][C:27]2[CH:32]=[CH:31][C:30]([F:33])=[C:29]([Cl:34])[CH:28]=2)=[CH:24][C:19]2[O:18][N:17]=[C:16]([NH2:8])[C:20]=2[CH:21]=1. (4) Given the reactants [C:1]([O:5][C:6]([N:8]1[CH2:12][C:11]([F:14])([F:13])[CH2:10][C@H:9]1[C:15]([OH:17])=O)=[O:7])([CH3:4])([CH3:3])[CH3:2].Cl.CN.[CH2:21]([N:23](CC)CC)C.C(P1(=O)OP(CCC)(=O)OP(CCC)(=O)O1)CC, predict the reaction product. The product is: [F:13][C:11]1([F:14])[CH2:12][N:8]([C:6]([O:5][C:1]([CH3:4])([CH3:3])[CH3:2])=[O:7])[C@H:9]([C:15](=[O:17])[NH:23][CH3:21])[CH2:10]1. (5) Given the reactants [C:1]([O:5][C:6](=[O:22])[NH:7][C:8]1[CH:13]=[CH:12][C:11]([C:14]2[CH:19]=[CH:18][C:17]([F:20])=[CH:16][CH:15]=2)=[CH:10][C:9]=1[NH2:21])([CH3:4])([CH3:3])[CH3:2].[C:23]([C:25]1[CH:29]=[CH:28][S:27][C:26]=1[C:30]1[O:35]C(C)(C)[O:33][C:32](=O)[CH:31]=1)#[N:24], predict the reaction product. The product is: [C:1]([O:5][C:6](=[O:22])[NH:7][C:8]1[CH:13]=[CH:12][C:11]([C:14]2[CH:15]=[CH:16][C:17]([F:20])=[CH:18][CH:19]=2)=[CH:10][C:9]=1[NH:21][C:32](=[O:33])[CH2:31][C:30]([C:26]1[S:27][CH:28]=[CH:29][C:25]=1[C:23]#[N:24])=[O:35])([CH3:4])([CH3:2])[CH3:3]. (6) The product is: [BrH:1].[CH2:3]1[C:4]2([CH2:9][CH2:8][CH2:7][NH:6][CH2:5]2)[CH2:2]1. Given the reactants [BrH:1].[CH2:2]1[C:4]2([CH2:9][CH2:8][CH2:7][N:6](C(OCC3C=CC=CC=3)=O)[CH2:5]2)[CH2:3]1, predict the reaction product. (7) Given the reactants [Br:1][C:2]1[CH:15]=[C:14]2[C:5]([O:6][CH:7]3[CH:12]([C:13]42[C:19](=[O:20])NC(=O)[NH:16]4)[CH2:11][CH2:10][CH2:9][CH2:8]3)=[CH:4][CH:3]=1.[OH-:22].[K+].Cl, predict the reaction product. The product is: [NH2:16][C:13]1([C:19]([OH:22])=[O:20])[CH:12]2[CH:7]([CH2:8][CH2:9][CH2:10][CH2:11]2)[O:6][C:5]2[C:14]1=[CH:15][C:2]([Br:1])=[CH:3][CH:4]=2. (8) Given the reactants Cl.Cl.[N:3]12[CH2:10][CH2:9][CH:6]([CH2:7][CH2:8]1)[C@@H:5]([NH2:11])[CH2:4]2.[Br:12][C:13]1[S:17][C:16]([C:18](O)=[O:19])=[CH:15][CH:14]=1.O.ON1C2C=CC=CC=2N=N1.F[B-](F)(F)F.N1(OC(N(C)C)=[N+](C)C)C2C=CC=CC=2N=N1.C(N(CC)C(C)C)(C)C, predict the reaction product. The product is: [N:3]12[CH2:10][CH2:9][CH:6]([CH2:7][CH2:8]1)[C@@H:5]([NH:11][C:18]([C:16]1[S:17][C:13]([Br:12])=[CH:14][CH:15]=1)=[O:19])[CH2:4]2. (9) The product is: [N:1]1([CH:6]([CH2:29][CH2:30][CH2:31][CH3:32])[CH2:7][CH2:8][CH2:9][CH2:10][CH2:11][CH2:12][CH2:13][CH2:14][CH2:15][CH2:16][CH2:17][CH2:18][C:19]([OH:21])=[O:20])[CH:5]=[CH:4][N:3]=[CH:2]1. Given the reactants [N:1]1([CH:6]([CH2:29][CH2:30][CH2:31][CH3:32])[CH2:7][CH2:8][CH2:9][CH2:10][CH2:11][CH2:12][CH2:13][CH2:14][CH2:15][CH2:16][CH2:17][CH:18](C(OCC)=O)[C:19]([O:21]CC)=[O:20])[CH:5]=[CH:4][N:3]=[CH:2]1.[OH-].[Na+], predict the reaction product. (10) The product is: [F:20][C:21]1[CH:22]=[N:23][CH:24]=[C:25]([C:29]=1[CH3:30])[C:26]([NH:19][C:16]1[CH:17]=[CH:18][C:13]([C:4](=[N:3][O:2][CH3:1])[C:5]2[CH:6]=[CH:7][C:8]([O:11][CH3:12])=[CH:9][CH:10]=2)=[CH:14][N:15]=1)=[O:27]. Given the reactants [CH3:1][O:2]/[N:3]=[C:4](\[C:13]1[CH:14]=[N:15][C:16]([NH2:19])=[CH:17][CH:18]=1)/[C:5]1[CH:10]=[CH:9][C:8]([O:11][CH3:12])=[CH:7][CH:6]=1.[F:20][C:21]1[CH:22]=[N:23][CH:24]=[C:25]([C:29]=1[CH3:30])[C:26](O)=[O:27], predict the reaction product.